From a dataset of Forward reaction prediction with 1.9M reactions from USPTO patents (1976-2016). Predict the product of the given reaction. (1) The product is: [F:7][C:8]1[CH:15]=[C:14]([O:16][CH3:17])[C:13]([O:18][CH3:19])=[CH:12][C:9]=1[CH2:10][N:26]1[C:25]2[CH:27]=[C:28]([C:30]3[CH:35]=[CH:34][CH:33]=[CH:32][CH:31]=3)[S:29][C:24]=2[C:23](=[O:36])[N:22]([CH:37]2[CH2:42][CH2:41][N:40]([C:43]([O:45][C:46]([CH3:48])([CH3:47])[CH3:49])=[O:44])[CH2:39][CH2:38]2)[C:21]1=[O:20]. Given the reactants C(=O)([O-])[O-].[K+].[K+].[F:7][C:8]1[CH:15]=[C:14]([O:16][CH3:17])[C:13]([O:18][CH3:19])=[CH:12][C:9]=1[CH2:10]Cl.[O:20]=[C:21]1[NH:26][C:25]2[CH:27]=[C:28]([C:30]3[CH:35]=[CH:34][CH:33]=[CH:32][CH:31]=3)[S:29][C:24]=2[C:23](=[O:36])[N:22]1[CH:37]1[CH2:42][CH2:41][N:40]([C:43]([O:45][C:46]([CH3:49])([CH3:48])[CH3:47])=[O:44])[CH2:39][CH2:38]1, predict the reaction product. (2) The product is: [ClH:3].[Cl:3][C:4]1[C:9]([Cl:10])=[CH:8][CH:7]=[CH:6][C:5]=1[N:11]([CH2:13][C:14]1[CH:21]=[CH:20][CH:19]=[C:16]([CH3:17])[CH:15]=1)[NH2:12]. Given the reactants [NH2-].[Na+].[Cl:3][C:4]1[C:9]([Cl:10])=[CH:8][CH:7]=[CH:6][C:5]=1[NH:11][NH2:12].[CH3:13][C:14]1[CH:15]=[C:16]([CH:19]=[CH:20][CH:21]=1)[CH2:17]Br.O, predict the reaction product. (3) The product is: [Br:1][C:2]1[C:3]([C:14]2[S:16][CH:18]=[C:19]([CH2:20][CH:21]([CH3:23])[CH3:22])[N:15]=2)=[CH:4][C:5]([NH:8][C:9]([NH:11][CH2:12][CH3:13])=[O:10])=[N:6][CH:7]=1. Given the reactants [Br:1][C:2]1[C:3]([C:14](=[S:16])[NH2:15])=[CH:4][C:5]([NH:8][C:9]([NH:11][CH2:12][CH3:13])=[O:10])=[N:6][CH:7]=1.Br[CH2:18][C:19](=O)[CH2:20][CH:21]([CH3:23])[CH3:22], predict the reaction product. (4) Given the reactants [CH:1]1[C:10]2[C:5](=[CH:6][C:7]([CH2:11][N:12]([C:20]3[CH:25]=[C:24]([CH3:26])[CH:23]=[C:22]([CH3:27])[N:21]=3)C(=O)OC(C)(C)C)=[CH:8][CH:9]=2)[CH:4]=[CH:3][C:2]=1[CH2:28][N:29]([C:37]1[CH:42]=[C:41]([CH3:43])[CH:40]=[C:39]([CH3:44])[N:38]=1)C(=O)OC(C)(C)C.FC(F)(F)C(O)=O, predict the reaction product. The product is: [CH:1]1[C:10]2[C:5](=[CH:6][C:7]([CH2:11][NH:12][C:20]3[CH:25]=[C:24]([CH3:26])[CH:23]=[C:22]([CH3:27])[N:21]=3)=[CH:8][CH:9]=2)[CH:4]=[CH:3][C:2]=1[CH2:28][NH:29][C:37]1[CH:42]=[C:41]([CH3:43])[CH:40]=[C:39]([CH3:44])[N:38]=1. (5) The product is: [Cl:22][C:23]1[CH:28]=[CH:27][C:26]([C:29]#[N:30])=[CH:25][C:24]=1[CH2:31][S:32]([NH:35][C:13]1[C:18]([O:19][CH3:20])=[CH:17][N:16]=[C:15]([Cl:21])[N:14]=1)(=[O:33])=[O:34]. Given the reactants ClC1C=C(S(N[C:13]2[C:18]([O:19][CH3:20])=[CH:17][N:16]=[C:15]([Cl:21])[N:14]=2)(=O)=O)C=CC=1Cl.[Cl:22][C:23]1[CH:28]=[CH:27][C:26]([C:29]#[N:30])=[CH:25][C:24]=1[CH2:31][S:32]([NH2:35])(=[O:34])=[O:33].ClC1C=C(S(N)(=O)=O)C=CC=1Cl, predict the reaction product. (6) Given the reactants [CH3:1][O:2][CH:3]([O:6][CH3:7])[CH:4]=O.[NH2:8][OH:9].C1C(=O)N(Cl)C(=O)C1.[CH2:18]=[C:19]1[CH2:24][CH2:23][CH2:22][CH2:21][CH2:20]1.CCN(C(C)C)C(C)C, predict the reaction product. The product is: [CH3:7][O:6][CH:3]([O:2][CH3:1])[C:4]1[CH2:18][C:19]2([CH2:24][CH2:23][CH2:22][CH2:21][CH2:20]2)[O:9][N:8]=1.